Dataset: Full USPTO retrosynthesis dataset with 1.9M reactions from patents (1976-2016). Task: Predict the reactants needed to synthesize the given product. (1) Given the product [Br:1][C:2]1[CH:7]=[C:6]([N+:8]([O-:10])=[O:9])[CH:5]=[C:4]([CH2:11][Br:32])[CH:3]=1, predict the reactants needed to synthesize it. The reactants are: [Br:1][C:2]1[CH:3]=[C:4]([CH2:11]O)[CH:5]=[C:6]([N+:8]([O-:10])=[O:9])[CH:7]=1.C1(P(C2C=CC=CC=2)C2C=CC=CC=2)C=CC=CC=1.[Br:32]N1C(=O)CCC1=O. (2) The reactants are: C([N:3]([CH2:6][CH3:7])[CH2:4]C)C.Cl[C:9]([O:11][CH2:12][Cl:13])=[O:10].Cl.[C:15]1(C)[CH:20]=CC=[CH:17][CH:16]=1. Given the product [CH:6]1([N:3]([CH3:4])[C:9](=[O:10])[O:11][CH2:12][Cl:13])[CH2:7][CH2:17][CH2:16][CH2:15][CH2:20]1, predict the reactants needed to synthesize it. (3) The reactants are: C(OC(=O)[NH:10][CH2:11][C@H:12]1[CH2:17][CH2:16][C@@H:15]([NH:18][C:19]2[CH:24]=[C:23]([N:25]([CH3:27])[CH3:26])[N:22]=[C:21]([CH3:28])[N:20]=2)[CH2:14][CH2:13]1)C1C=CC=CC=1. Given the product [NH2:10][CH2:11][C@@H:12]1[CH2:17][CH2:16][C@H:15]([NH:18][C:19]2[CH:24]=[C:23]([N:25]([CH3:27])[CH3:26])[N:22]=[C:21]([CH3:28])[N:20]=2)[CH2:14][CH2:13]1, predict the reactants needed to synthesize it. (4) Given the product [CH3:28][C:16]([NH:15][C:2]1[CH:7]=[CH:6][C:5]([C:8]([F:11])([F:10])[F:9])=[CH:4][C:3]=1[N+:12]([O-:14])=[O:13])([CH3:27])[CH2:17][CH2:18][NH:19][C:20](=[O:26])[O:21][C:22]([CH3:24])([CH3:23])[CH3:25], predict the reactants needed to synthesize it. The reactants are: F[C:2]1[CH:7]=[CH:6][C:5]([C:8]([F:11])([F:10])[F:9])=[CH:4][C:3]=1[N+:12]([O-:14])=[O:13].[NH2:15][C:16]([CH3:28])([CH3:27])[CH2:17][CH2:18][NH:19][C:20](=[O:26])[O:21][C:22]([CH3:25])([CH3:24])[CH3:23]. (5) Given the product [F:1][CH:2]([F:11])[O:3][C:4]1[CH:9]=[CH:8][C:7]([B:17]([OH:20])[OH:18])=[CH:6][CH:5]=1, predict the reactants needed to synthesize it. The reactants are: [F:1][CH:2]([F:11])[O:3][C:4]1[CH:9]=[CH:8][C:7](I)=[CH:6][CH:5]=1.C([Mg]Cl)(C)C.[B:17](OC)([O:20]C)[O:18]C. (6) Given the product [ClH:33].[C:10]1([CH3:9])[CH:15]=[CH:14][C:13]([C:2]2[N:7]=[C:6]([NH2:8])[CH:5]=[CH:4][CH:3]=2)=[CH:12][CH:11]=1, predict the reactants needed to synthesize it. The reactants are: Br[C:2]1[N:7]=[C:6]([NH2:8])[CH:5]=[CH:4][CH:3]=1.[CH:9](=O)[C:10]1[CH:15]=[CH:14][CH:13]=[CH:12][CH:11]=1.B(O)(O)C1C=CC(C)=CC=1.C(=O)([O-])[O-].[Na+].[Na+].[ClH:33].O1CCOCC1. (7) Given the product [CH3:1][C:2]1([CH3:10])[O:7][C:6](=[O:8])[C:5](=[CH:11][NH:26][C:23]2[CH:24]=[CH:25][S:21][CH:22]=2)[C:4](=[O:9])[O:3]1, predict the reactants needed to synthesize it. The reactants are: [CH3:1][C:2]1([CH3:10])[O:7][C:6](=[O:8])[CH2:5][C:4](=[O:9])[O:3]1.[CH:11](OCC)(OCC)OCC.[S:21]1[CH:25]=[CH:24][C:23]([NH2:26])=[CH:22]1.C(OC(C)C)(C)C. (8) Given the product [CH3:15][S:16]([N:12]1[CH2:13][CH2:14][CH:10]([CH2:9][NH2:8])[CH2:11]1)(=[O:18])=[O:17], predict the reactants needed to synthesize it. The reactants are: C(OC([NH:8][CH2:9][CH:10]1[CH2:14][CH2:13][NH:12][CH2:11]1)=O)(C)(C)C.[CH3:15][S:16](Cl)(=[O:18])=[O:17]. (9) Given the product [Cl:1][C:2]1[CH:12]=[C:11]([F:13])[C:10]([F:14])=[CH:9][C:3]=1[C:4]([NH:6][C:7](=[O:8])[NH:15][C:16]1[CH:21]=[CH:20][CH:19]=[CH:18][C:17]=1[CH:22]=[CH:23][C:24]([OH:26])=[O:25])=[O:5], predict the reactants needed to synthesize it. The reactants are: [Cl:1][C:2]1[CH:12]=[C:11]([F:13])[C:10]([F:14])=[CH:9][C:3]=1[C:4]([N:6]=[C:7]=[O:8])=[O:5].[NH2:15][C:16]1[CH:21]=[CH:20][CH:19]=[CH:18][C:17]=1[CH:22]=[CH:23][C:24]([OH:26])=[O:25].